From a dataset of Forward reaction prediction with 1.9M reactions from USPTO patents (1976-2016). Predict the product of the given reaction. (1) Given the reactants [Cl:1][C:2]1[CH:7]=[CH:6][C:5]([NH:8][C:9]2[C:10](=O)[C:11](=[O:16])[C:12]=2[O:13]CC)=[C:4]([OH:18])[C:3]=1[S:19]([CH3:22])(=[O:21])=[O:20].[S:23]1[CH2:27][CH2:26][CH:25]([NH2:28])[CH2:24]1, predict the reaction product. The product is: [Cl:1][C:2]1[CH:7]=[CH:6][C:5]([NH:8][C:9]2[C:12](=[O:13])[C:11](=[O:16])[C:10]=2[NH:28][CH:25]2[CH2:26][CH2:27][S:23][CH2:24]2)=[C:4]([OH:18])[C:3]=1[S:19]([CH3:22])(=[O:20])=[O:21]. (2) Given the reactants [CH3:1][O:2][C:3]([C:5]1[CH:22]=[CH:21][C:8]2[NH:9][C:10]([C:12]3[N:13]([CH3:20])[CH:14]=[C:15]([N+:17]([O-])=O)[N:16]=3)=[N:11][C:7]=2[CH:6]=1)=[O:4].[CH3:23][C:24]([O:27][C:28]([NH:30][C:31]1[CH:35]=[C:34]([C:36](ON2N=NC3C2=CC=CC=3)=[O:37])[N:33]([CH3:48])[CH:32]=1)=[O:29])([CH3:26])[CH3:25].CCN(C(C)C)C(C)C, predict the reaction product. The product is: [CH3:1][O:2][C:3]([C:5]1[CH:22]=[CH:21][C:8]2[NH:9][C:10]([C:12]3[N:13]([CH3:20])[CH:14]=[C:15]([NH:17][C:36]([C:34]4[N:33]([CH3:48])[CH:32]=[C:31]([NH:30][C:28]([O:27][C:24]([CH3:25])([CH3:23])[CH3:26])=[O:29])[CH:35]=4)=[O:37])[N:16]=3)=[N:11][C:7]=2[CH:6]=1)=[O:4]. (3) Given the reactants [OH:1][CH2:2][CH:3]([O:6][CH2:7][N:8]1[CH:16]=[N:15][C:14]2[C:13](=[O:17])[NH:12][C:11]([NH:18][C:19](=[O:21])[CH3:20])=[N:10][C:9]1=2)[CH2:4][OH:5].[C:22](Cl)([C:39]1[CH:44]=[CH:43][CH:42]=[CH:41][CH:40]=1)([C:31]1[CH:38]=[CH:37][C:34]([O:35][CH3:36])=[CH:33][CH:32]=1)[C:23]1[CH:30]=[CH:29][C:26]([O:27][CH3:28])=[CH:25][CH:24]=1, predict the reaction product. The product is: [CH3:36][O:35][C:34]1[CH:33]=[CH:32][C:31]([C:22]([C:23]2[CH:24]=[CH:25][C:26]([O:27][CH3:28])=[CH:29][CH:30]=2)([C:39]2[CH:44]=[CH:43][CH:42]=[CH:41][CH:40]=2)[O:1][CH2:2][CH:3]([O:6][CH2:7][N:8]2[CH:16]=[N:15][C:14]3[C:13](=[O:17])[NH:12][C:11]([NH:18][C:19](=[O:21])[CH3:20])=[N:10][C:9]2=3)[CH2:4][OH:5])=[CH:38][CH:37]=1. (4) Given the reactants C(N1C=CN=C1)(N1C=CN=C1)=O.[CH2:13]([O:20][C:21]1[CH:29]=[C:28]([O:30][CH2:31][C:32]2[CH:37]=[CH:36][CH:35]=[CH:34][CH:33]=2)[C:27]([C:38]([CH3:40])=[CH2:39])=[CH:26][C:22]=1[C:23](O)=[O:24])[C:14]1[CH:19]=[CH:18][CH:17]=[CH:16][CH:15]=1.[CH3:41][N:42]1[CH2:47][CH2:46][N:45]([CH2:48][C:49]2[CH:50]=[C:51]3[C:55](=[CH:56][CH:57]=2)[CH2:54][NH:53][CH2:52]3)[CH2:44][CH2:43]1, predict the reaction product. The product is: [CH2:13]([O:20][C:21]1[CH:29]=[C:28]([O:30][CH2:31][C:32]2[CH:33]=[CH:34][CH:35]=[CH:36][CH:37]=2)[C:27]([C:38]([CH3:40])=[CH2:39])=[CH:26][C:22]=1[C:23]([N:53]1[CH2:52][C:51]2[C:55](=[CH:56][CH:57]=[C:49]([CH2:48][N:45]3[CH2:46][CH2:47][N:42]([CH3:41])[CH2:43][CH2:44]3)[CH:50]=2)[CH2:54]1)=[O:24])[C:14]1[CH:15]=[CH:16][CH:17]=[CH:18][CH:19]=1. (5) Given the reactants [NH:1]=[C:2]1[N:6]([CH2:7][CH:8]2[CH2:13][CH2:12][N:11]([C:14]([O:16][C:17]([CH3:20])([CH3:19])[CH3:18])=[O:15])[CH2:10][CH2:9]2)[CH:5]=[CH:4][S:3]1.C(N(CC)CC)C.Cl[C:29]([O:31][CH2:32][CH:33]=[CH2:34])=[O:30], predict the reaction product. The product is: [CH2:32]([O:31][C:29](/[N:1]=[C:2]1\[S:3][CH:4]=[CH:5][N:6]\1[CH2:7][CH:8]1[CH2:9][CH2:10][N:11]([C:14]([O:16][C:17]([CH3:20])([CH3:19])[CH3:18])=[O:15])[CH2:12][CH2:13]1)=[O:30])[CH:33]=[CH2:34]. (6) The product is: [ClH:50].[ClH:50].[ClH:50].[OH:35][CH2:34][C@@H:30]1[CH2:31][CH2:32][CH2:33][N:29]1[CH2:1][C:3]1[N:8]=[CH:7][C:6]([C:9]2[CH:10]=[C:11]([CH:26]=[CH:27][CH:28]=2)[CH2:12][N:13]([CH3:25])[C:14](=[O:24])[CH2:15][NH2:16])=[CH:5][CH:4]=1. Given the reactants [CH:1]([C:3]1[N:8]=[CH:7][C:6]([C:9]2[CH:10]=[C:11]([CH:26]=[CH:27][CH:28]=2)[CH2:12][N:13]([CH3:25])[C:14](=[O:24])[CH2:15][NH:16]C(=O)OC(C)(C)C)=[CH:5][CH:4]=1)=O.[NH:29]1[CH2:33][CH2:32][CH2:31][C@@H:30]1[CH2:34][OH:35].C(O[BH-](OC(=O)C)OC(=O)C)(=O)C.[Na+].[Cl:50]C(Cl)C, predict the reaction product. (7) The product is: [CH2:20]([O:19][C:17](=[O:18])[CH2:16][N:13]([CH2:12][CH2:11][C:3]1[C:4]([N+:8]([O-:10])=[O:9])=[CH:5][CH:6]=[CH:7][C:2]=1[Cl:1])[CH3:14])[CH3:21]. Given the reactants [Cl:1][C:2]1[CH:7]=[CH:6][CH:5]=[C:4]([N+:8]([O-:10])=[O:9])[C:3]=1[CH2:11][CH2:12][NH:13][CH3:14].Br[CH2:16][C:17]([O:19][CH2:20][CH3:21])=[O:18].C(=O)([O-])[O-].[K+].[K+], predict the reaction product. (8) Given the reactants [CH2:1]([N:5]1[C:9]([CH2:10][O:11][C:12]2[CH:17]=[CH:16][CH:15]=[CH:14][C:13]=2[CH2:18][C@@H:19]([O:25][C:26]2[C:27]3[C:34]([C:35]4[CH:40]=[CH:39][C:38]([O:41][CH2:42][CH2:43][N:44]5[CH2:49][CH2:48][N:47]([CH3:50])[CH2:46][CH2:45]5)=[C:37]([Cl:51])[C:36]=4[CH3:52])=[C:33](I)[S:32][C:28]=3[N:29]=[CH:30][N:31]=2)[C:20]([O:22][CH2:23][CH3:24])=[O:21])=[CH:8][CH:7]=[N:6]1)[CH2:2][CH2:3][CH3:4].[CH3:54][O:55][CH2:56][C:57]#[CH:58], predict the reaction product. The product is: [CH2:1]([N:5]1[C:9]([CH2:10][O:11][C:12]2[CH:17]=[CH:16][CH:15]=[CH:14][C:13]=2[CH2:18][C@@H:19]([O:25][C:26]2[C:27]3[C:34]([C:35]4[CH:40]=[CH:39][C:38]([O:41][CH2:42][CH2:43][N:44]5[CH2:49][CH2:48][N:47]([CH3:50])[CH2:46][CH2:45]5)=[C:37]([Cl:51])[C:36]=4[CH3:52])=[C:33]([C:58]#[C:57][CH2:56][O:55][CH3:54])[S:32][C:28]=3[N:29]=[CH:30][N:31]=2)[C:20]([O:22][CH2:23][CH3:24])=[O:21])=[CH:8][CH:7]=[N:6]1)[CH2:2][CH2:3][CH3:4]. (9) Given the reactants [C:1]([O:5][C:6]([NH:8][CH2:9][C:10]1[S:11][CH:12]=[C:13]([C:15]([NH:17][C:18]([CH3:24])([CH3:23])[C:19]([O:21]C)=[O:20])=[O:16])[N:14]=1)=[O:7])([CH3:4])([CH3:3])[CH3:2].O.[OH-].[Li+], predict the reaction product. The product is: [C:1]([O:5][C:6]([NH:8][CH2:9][C:10]1[S:11][CH:12]=[C:13]([C:15]([NH:17][C:18]([CH3:24])([CH3:23])[C:19]([OH:21])=[O:20])=[O:16])[N:14]=1)=[O:7])([CH3:4])([CH3:2])[CH3:3]. (10) Given the reactants [CH3:1][C:2]1([CH:6]=O)[CH2:5][CH2:4][CH2:3]1.[Cl:8][C:9]1[CH:14]=[CH:13][CH:12]=[C:11]([Cl:15])[C:10]=1[CH:16]([O:19][Si:20]([CH2:25][CH3:26])([CH2:23][CH3:24])[CH2:21][CH3:22])[CH2:17][NH2:18].[BH-](OC(C)=O)(OC(C)=O)OC(C)=O.[Na+], predict the reaction product. The product is: [Cl:8][C:9]1[CH:14]=[CH:13][CH:12]=[C:11]([Cl:15])[C:10]=1[CH:16]([O:19][Si:20]([CH2:21][CH3:22])([CH2:25][CH3:26])[CH2:23][CH3:24])[CH2:17][NH:18][CH2:6][C:2]1([CH3:1])[CH2:3][CH2:4][CH2:5]1.